Predict the reactants needed to synthesize the given product. From a dataset of Full USPTO retrosynthesis dataset with 1.9M reactions from patents (1976-2016). (1) Given the product [Cl:14][CH2:15][C:16]([NH:8][CH2:9][C@@H:10]([OH:13])[CH2:11][OH:12])=[O:17], predict the reactants needed to synthesize it. The reactants are: C(N(CC)CC)C.[NH2:8][CH2:9][C@@H:10]([OH:13])[CH2:11][OH:12].[Cl:14][CH2:15][C:16](Cl)=[O:17]. (2) Given the product [CH3:1][C:2]1[O:3][C:4]2[C:10]3=[C:11]([S:19][CH3:20])[S:12][C:13]([C:14]([OH:16])=[O:15])=[C:9]3[CH2:8][CH2:7][C:5]=2[N:6]=1, predict the reactants needed to synthesize it. The reactants are: [CH3:1][C:2]1[O:3][C:4]2[C:10]3=[C:11]([S:19][CH3:20])[S:12][C:13]([C:14]([O:16]CC)=[O:15])=[C:9]3[CH2:8][CH2:7][C:5]=2[N:6]=1.C(O)C.[OH-].[Na+].Cl. (3) Given the product [Br-:7].[CH2:8]([N+:6]1[CH:5]=[CH:4][N:3]([CH3:10])[CH:2]=1)[CH3:9], predict the reactants needed to synthesize it. The reactants are: C[C:2]1[NH:3][CH:4]=[CH:5][N:6]=1.[Br:7][CH2:8][CH3:9].[CH:10](O)(C)C. (4) Given the product [CH3:30][CH:28]([N:27]([CH2:26][C@H:13]1[CH2:14][N:15]([S:18]([C:21]2[S:22][CH:23]=[CH:24][CH:25]=2)(=[O:20])=[O:19])[CH2:16][CH2:17][N:12]1[C:9]1[CH:8]=[CH:7][C:6]([C:3]([OH:5])([CH3:4])[C:2]([F:1])([F:31])[F:32])=[CH:11][CH:10]=1)[S:39]([C:33]1[CH:38]=[CH:37][CH:36]=[CH:35][CH:34]=1)(=[O:41])=[O:40])[CH3:29], predict the reactants needed to synthesize it. The reactants are: [F:1][C:2]([F:32])([F:31])[C:3]([C:6]1[CH:11]=[CH:10][C:9]([N:12]2[CH2:17][CH2:16][N:15]([S:18]([C:21]3[S:22][CH:23]=[CH:24][CH:25]=3)(=[O:20])=[O:19])[CH2:14][C@@H:13]2[CH2:26][NH:27][CH:28]([CH3:30])[CH3:29])=[CH:8][CH:7]=1)([OH:5])[CH3:4].[C:33]1([S:39](Cl)(=[O:41])=[O:40])[CH:38]=[CH:37][CH:36]=[CH:35][CH:34]=1.CCN(C(C)C)C(C)C. (5) Given the product [F:17][C:11]1[CH:12]=[CH:13][C:14]([F:16])=[CH:15][C:10]=1[C:21](=[O:34])[CH:22]([NH:26][C:27](=[O:33])[O:28][C:29]([CH3:30])([CH3:32])[CH3:31])[CH2:23][C:24]#[CH:25], predict the reactants needed to synthesize it. The reactants are: ClCCl.C([Mg]Cl)(C)C.Br[C:10]1[CH:15]=[C:14]([F:16])[CH:13]=[CH:12][C:11]=1[F:17].CON(C)[C:21](=[O:34])[CH:22]([NH:26][C:27](=[O:33])[O:28][C:29]([CH3:32])([CH3:31])[CH3:30])[CH2:23][C:24]#[CH:25]. (6) Given the product [Br:5][CH2:6][C:7](=[O:14])[C:8](=[N:1][OH:3])[C:9]([O:11][CH2:12][CH3:13])=[O:10], predict the reactants needed to synthesize it. The reactants are: [N:1]([O-:3])=O.[Na+].[Br:5][CH2:6][C:7](=[O:14])[CH2:8][C:9]([O:11][CH2:12][CH3:13])=[O:10]. (7) Given the product [NH2:1][C:2]1[CH:3]=[CH:4][C:5]([C:8]2[N:10]=[C:19]([OH:20])[C:18]([CH2:11][C:12]3[CH:17]=[CH:16][CH:15]=[CH:14][CH:13]=3)=[C:24]([CH3:25])[N:9]=2)=[N:6][CH:7]=1, predict the reactants needed to synthesize it. The reactants are: [NH2:1][C:2]1[CH:3]=[CH:4][C:5]([C:8]([NH2:10])=[NH:9])=[N:6][CH:7]=1.[CH2:11]([CH:18]([C:24](=O)[CH3:25])[C:19](OCC)=[O:20])[C:12]1[CH:17]=[CH:16][CH:15]=[CH:14][CH:13]=1.C(=O)([O-])[O-].[Na+].[Na+].